From a dataset of Catalyst prediction with 721,799 reactions and 888 catalyst types from USPTO. Predict which catalyst facilitates the given reaction. (1) Reactant: [CH3:1][C:2]([C:4]1[CH:9]=[CH:8][C:7]([Br:10])=[CH:6][CH:5]=1)=[O:3].[CH:11](=O)[C:12]1[CH:17]=[CH:16][CH:15]=[CH:14][CH:13]=1.[OH-].[Na+].C(O)(=O)C. Product: [Br:10][C:7]1[CH:8]=[CH:9][C:4]([C:2](=[O:3])/[CH:1]=[CH:11]/[C:12]2[CH:17]=[CH:16][CH:15]=[CH:14][CH:13]=2)=[CH:5][CH:6]=1. The catalyst class is: 5. (2) Reactant: Br[C:2]1[S:6][C:5]([CH2:7][NH:8][C:9]2[N:26]=[CH:25][CH:24]=[CH:23][C:10]=2[C:11]([NH:13][CH2:14][C:15]2[CH:20]=[CH:19][C:18]([F:21])=[C:17]([F:22])[CH:16]=2)=[O:12])=[CH:4][CH:3]=1.BrC1SC(C[NH:34][C:35]2[N:52]=[CH:51][CH:50]=[CH:49][C:36]=2[C:37]([NH:39][CH2:40][C:41]2[CH:46]=[CH:45][C:44](F)=[C:43](F)[CH:42]=2)=O)=CC=1.B1(B2[O:66][C:65](C)(C)C(C)(C)O2)OC(C)(C)C(C)(C)O1.[C:71]([O-:74])(=O)C.[K+].ClCCl.C[N:80](C)C=O.IC1C2C(NCC3C(OC)=CC(OC)=CC=3OC)=NC=NC=2N([S:108]([C:111]2[CH:116]=[CH:115][CH:114]=[CH:113][CH:112]=2)(=[O:110])=[O:109])C=1.[C:117](=[O:120])(O)[O-].[Na+].O. Product: [F:22][C:17]1[CH:16]=[C:15]([CH:20]=[CH:19][C:18]=1[F:21])[CH2:14][NH:13][C:11](=[O:12])[C:10]1[CH:23]=[CH:24][CH:25]=[N:26][C:9]=1[NH:8][CH2:7][C:5]1[S:6][C:2]([C:49]2[C:36]3[C:37]([NH:39][CH2:40][C:41]4[C:42]([O:120][CH3:117])=[CH:43][C:44]([O:66][CH3:65])=[CH:45][C:46]=4[O:74][CH3:71])=[N:80][CH:51]=[N:52][C:35]=3[N:34]([S:108]([C:111]3[CH:116]=[CH:115][CH:114]=[CH:113][CH:112]=3)(=[O:109])=[O:110])[CH:50]=2)=[CH:3][CH:4]=1. The catalyst class is: 140.